This data is from Reaction yield outcomes from USPTO patents with 853,638 reactions. The task is: Predict the reaction yield, written as a fraction of the theoretical maximum amount of product (1.0 means a 100% yield; for example, 0.34 means a 34% yield). The reactants are II.C1(P(C2C=CC=CC=2)C2C=CC=CC=2)C=CC=CC=1.C(N(CC)CC)C.[C:29]([NH:32][NH:33][C:34](=O)[CH2:35][N:36]1[C:40]([CH2:41][CH3:42])=[C:39]([O:43][C:44]2[CH:49]=[CH:48][C:47]([C:50]#[N:51])=[CH:46][CH:45]=2)[C:38]([CH2:52][CH3:53])=[N:37]1)(=[O:31])[CH3:30]. The catalyst is ClCCl. The product is [CH2:52]([C:38]1[C:39]([O:43][C:44]2[CH:45]=[CH:46][C:47]([C:50]#[N:51])=[CH:48][CH:49]=2)=[C:40]([CH2:41][CH3:42])[N:36]([CH2:35][C:34]2[O:31][C:29]([CH3:30])=[N:32][N:33]=2)[N:37]=1)[CH3:53]. The yield is 0.490.